This data is from Full USPTO retrosynthesis dataset with 1.9M reactions from patents (1976-2016). The task is: Predict the reactants needed to synthesize the given product. Given the product [CH3:1][N:2]([CH3:46])[C:3]([C:5]1[CH:6]=[CH:7][C:8]([NH:11][C:12](=[O:45])[NH:13][C:14]2[CH:15]=[CH:16][C:17]([C:20]3[N:29]=[C:28]([N:30]4[CH2:35][CH2:34][O:33][CH2:32][CH2:31]4)[C:27]4[C:22](=[CH:23][C:24]([C:36]5[O:40][C:39]([C:41]([OH:43])=[O:42])=[CH:38][CH:37]=5)=[CH:25][CH:26]=4)[N:21]=3)=[CH:18][CH:19]=2)=[CH:9][CH:10]=1)=[O:4], predict the reactants needed to synthesize it. The reactants are: [CH3:1][N:2]([CH3:46])[C:3]([C:5]1[CH:10]=[CH:9][C:8]([NH:11][C:12](=[O:45])[NH:13][C:14]2[CH:19]=[CH:18][C:17]([C:20]3[N:29]=[C:28]([N:30]4[CH2:35][CH2:34][O:33][CH2:32][CH2:31]4)[C:27]4[C:22](=[CH:23][C:24]([C:36]5[O:40][C:39]([C:41]([O:43]C)=[O:42])=[CH:38][CH:37]=5)=[CH:25][CH:26]=4)[N:21]=3)=[CH:16][CH:15]=2)=[CH:7][CH:6]=1)=[O:4].O.[OH-].[Li+].